Predict the reactants needed to synthesize the given product. From a dataset of Full USPTO retrosynthesis dataset with 1.9M reactions from patents (1976-2016). (1) Given the product [Cl:18][C:3]1[C:2]([F:1])=[CH:7][C:6]([O:8][CH3:9])=[CH:5][C:4]=1[OH:10].[Cl:18][C:7]1[C:6]([O:8][CH3:9])=[CH:5][C:4]([OH:10])=[CH:3][C:2]=1[F:1], predict the reactants needed to synthesize it. The reactants are: [F:1][C:2]1[CH:3]=[C:4]([OH:10])[CH:5]=[C:6]([O:8][CH3:9])[CH:7]=1.C1C(=O)N([Cl:18])C(=O)C1. (2) Given the product [OH:15][C:11]1[CH:10]=[CH:9][C:8]2[N:7]3[C@H:23]([CH3:33])[CH2:24][NH:25][C:26](=[O:27])[C:6]3=[CH:14][C:13]=2[CH:12]=1, predict the reactants needed to synthesize it. The reactants are: C(OC([C:6]1[N:7]([C@H:23]([CH3:33])[CH2:24][NH:25][C:26](OC(C)(C)C)=[O:27])[C:8]2[C:13]([CH:14]=1)=[CH:12][C:11]([O:15][Si](C(C)(C)C)(C)C)=[CH:10][CH:9]=2)=O)C.FC(F)(F)C(O)=O.C(=O)([O-])[O-].[K+].[K+].